Dataset: Catalyst prediction with 721,799 reactions and 888 catalyst types from USPTO. Task: Predict which catalyst facilitates the given reaction. (1) The catalyst class is: 86. Product: [Br:9][C:8]1[C:4]([N+:1]([O-:3])=[O:2])=[N:5][NH:6][CH:7]=1. Reactant: [N+:1]([C:4]1[CH:8]=[CH:7][NH:6][N:5]=1)([O-:3])=[O:2].[Br:9]Br.[OH-].[Na+]. (2) Reactant: C(Cl)CCl.C1C=CC2N(O)N=NC=2C=1.[CH3:15][C:16]1[C:46]([C:47]([F:50])([F:49])[F:48])=[CH:45][CH:44]=[CH:43][C:17]=1[CH2:18][N:19]1[C:24](=[O:25])[C:23]([C:26](O)=[O:27])=[CH:22][N:21]([C:29]2[CH:30]=[C:31]3[C:35](=[CH:36][CH:37]=2)[N:34]([CH3:38])[C:33](=[O:39])[C:32]3([CH3:41])[CH3:40])[C:20]1=[O:42].[NH2:51][C@H:52]([C:54]([O:56][CH3:57])=[O:55])[CH3:53].C(N(CC)C(C)C)(C)C. Product: [CH3:15][C:16]1[C:46]([C:47]([F:50])([F:48])[F:49])=[CH:45][CH:44]=[CH:43][C:17]=1[CH2:18][N:19]1[C:24](=[O:25])[C:23]([C:26]([NH:51][C@H:52]([C:54]([O:56][CH3:57])=[O:55])[CH3:53])=[O:27])=[CH:22][N:21]([C:29]2[CH:30]=[C:31]3[C:35](=[CH:36][CH:37]=2)[N:34]([CH3:38])[C:33](=[O:39])[C:32]3([CH3:41])[CH3:40])[C:20]1=[O:42]. The catalyst class is: 18.